This data is from Human liver microsome stability data. The task is: Regression/Classification. Given a drug SMILES string, predict its absorption, distribution, metabolism, or excretion properties. Task type varies by dataset: regression for continuous measurements (e.g., permeability, clearance, half-life) or binary classification for categorical outcomes (e.g., BBB penetration, CYP inhibition). Dataset: hlm. (1) The drug is COc1ccc(C2=Nc3c(C(C)(C)C)nn(CCO)c3C(=O)NC2)cc1-c1cnc(N2CCOCC2)nc1. The result is 0 (unstable in human liver microsomes). (2) The compound is CS(=O)(=O)NCCSc1nonc1C(=NO)Nc1ccc(F)c(Br)c1. The result is 0 (unstable in human liver microsomes). (3) The drug is CNC(=O)[C@@H](NC(=O)c1ccc(-c2ccc(CCc3nc(O)c4c(n3)CCC4)c(F)c2)o1)C(C)C. The result is 1 (stable in human liver microsomes). (4) The molecule is N[C@@H](CC(=O)N1CCC[C@H]1CNC(=O)C1CCCC1)Cc1cc(F)c(F)cc1F. The result is 0 (unstable in human liver microsomes).